Dataset: Forward reaction prediction with 1.9M reactions from USPTO patents (1976-2016). Task: Predict the product of the given reaction. (1) Given the reactants CC(C)([O-])C.[K+].[CH:7]1([CH2:13][OH:14])[CH2:12][CH2:11][CH2:10][CH2:9][CH2:8]1.Br[CH2:16][C:17]1[CH:26]=[CH:25][C:24]([Cl:27])=[CH:23][C:18]=1[C:19]([O:21]C)=[O:20].Cl, predict the reaction product. The product is: [Cl:27][C:24]1[CH:25]=[CH:26][C:17]([CH2:16][O:14][CH2:13][CH:7]2[CH2:12][CH2:11][CH2:10][CH2:9][CH2:8]2)=[C:18]([CH:23]=1)[C:19]([OH:21])=[O:20]. (2) Given the reactants [F:1][C:2]1[CH:3]=[C:4]([CH:29]=[C:30]([N:32]2[CH2:37][CH2:36][CH2:35][CH2:34][CH2:33]2)[CH:31]=1)[C:5]([NH:7][C:8]1[C:17]2[C:12](=[CH:13][CH:14]=[CH:15][CH:16]=2)[C:11]([O:18][C:19]2[CH:24]=[CH:23][N:22]=[C:21](S(C)(=O)=O)[N:20]=2)=[CH:10][CH:9]=1)=[O:6].[NH:38]1[CH2:43][CH2:42][NH:41][CH2:40][C:39]1=[O:44], predict the reaction product. The product is: [F:1][C:2]1[CH:3]=[C:4]([CH:29]=[C:30]([N:32]2[CH2:37][CH2:36][CH2:35][CH2:34][CH2:33]2)[CH:31]=1)[C:5]([NH:7][C:8]1[C:17]2[C:12](=[CH:13][CH:14]=[CH:15][CH:16]=2)[C:11]([O:18][C:19]2[CH:24]=[CH:23][N:22]=[C:21]([N:41]3[CH2:42][CH2:43][NH:38][C:39](=[O:44])[CH2:40]3)[N:20]=2)=[CH:10][CH:9]=1)=[O:6]. (3) Given the reactants [S:1]1[CH:3]([C:4]([CH2:12][CH2:13][CH2:14][CH2:15][CH3:16])=[CH:5][CH2:6][CH2:7][CH2:8][CH2:9][CH2:10][CH3:11])[CH2:2]1, predict the reaction product. The product is: [CH2:6]([CH:5]1[C:4]([CH2:12][CH2:13][CH2:14][CH2:15][CH3:16])=[CH:3][CH2:2][S:1]1)[CH2:7][CH2:8][CH2:9][CH2:10][CH3:11]. (4) Given the reactants Cl[C:2]1[N:3]=[C:4]([N:13]2[CH2:18][CH2:17][N:16]([C:19](=[O:27])[CH2:20][C:21]3[CH:26]=[CH:25][CH:24]=[CH:23][CH:22]=3)[CH2:15][CH2:14]2)[C:5]2[CH:10]=[C:9]([CH2:11][CH3:12])[S:8][C:6]=2[N:7]=1.[CH2:28]([SH:31])[CH:29]=[CH2:30], predict the reaction product. The product is: [CH2:28]([S:31][C:2]1[N:3]=[C:4]([N:13]2[CH2:18][CH2:17][N:16]([C:19](=[O:27])[CH2:20][C:21]3[CH:26]=[CH:25][CH:24]=[CH:23][CH:22]=3)[CH2:15][CH2:14]2)[C:5]2[CH:10]=[C:9]([CH2:11][CH3:12])[S:8][C:6]=2[N:7]=1)[CH:29]=[CH2:30]. (5) Given the reactants [H-].[Al+3].[Li+].[H-].[H-].[H-].[C:7]([O:11][C:12]([N:14]([CH2:22][CH:23]([CH2:29][CH3:30])[C:24](OCC)=[O:25])C(OC(C)(C)C)=O)=[O:13])([CH3:10])([CH3:9])[CH3:8].O.O.O.O.O.O.O.O.O.O.S([O-])([O-])(=O)=O.[Na+].[Na+].C(OCC)(=O)C, predict the reaction product. The product is: [C:7]([O:11][C:12](=[O:13])[NH:14][CH2:22][CH:23]([CH2:24][OH:25])[CH2:29][CH3:30])([CH3:8])([CH3:9])[CH3:10]. (6) Given the reactants O1C2C=CC=CC=2N=C1N[C@H]1CCC[C@@H]1NC(=O)C1C=CC=CC=1N1N=CC=N1.Cl.[NH2:31][C@H:32]1[CH2:36][CH2:35][CH2:34][C@@H:33]1[NH:37][C:38](=[O:50])[C:39]1[CH:44]=[CH:43][CH:42]=[CH:41][C:40]=1[N:45]1[N:49]=[CH:48][CH:47]=[N:46]1.Cl[C:52]1[S:53][C:54]2[CH:60]=[CH:59][C:58]([Cl:61])=[CH:57][C:55]=2[N:56]=1, predict the reaction product. The product is: [Cl:61][C:58]1[CH:59]=[CH:60][C:54]2[S:53][C:52]([NH:31][C@H:32]3[CH2:36][CH2:35][CH2:34][C@@H:33]3[NH:37][C:38](=[O:50])[C:39]3[CH:44]=[CH:43][CH:42]=[CH:41][C:40]=3[N:45]3[N:46]=[CH:47][CH:48]=[N:49]3)=[N:56][C:55]=2[CH:57]=1.